Dataset: Full USPTO retrosynthesis dataset with 1.9M reactions from patents (1976-2016). Task: Predict the reactants needed to synthesize the given product. (1) Given the product [S:1]1[C:5]([CH2:6][OH:7])=[CH:4][CH:3]=[C:2]1[CH2:9][OH:10], predict the reactants needed to synthesize it. The reactants are: [S:1]1[C:5]([C:6](O)=[O:7])=[CH:4][CH:3]=[C:2]1[C:9](O)=[O:10].[H-].[Al+3].[Li+].[H-].[H-].[H-].S([O-])([O-])(=O)=O.[Na+].[Na+]. (2) Given the product [CH3:1][N:2]1[C:6]([O:7][C:8]2[CH:13]=[CH:12][CH:11]=[CH:10][CH:9]=2)=[C:5]([NH2:24])[CH:4]=[N:3]1, predict the reactants needed to synthesize it. The reactants are: [CH3:1][N:2]1[C:6]([O:7][C:8]2[CH:13]=[CH:12][CH:11]=[CH:10][CH:9]=2)=[C:5](C(O)=O)[CH:4]=[N:3]1.CC(O)(C)C.CC[N:24](C(C)C)C(C)C.C1(P(N=[N+]=[N-])(C2C=CC=CC=2)=O)C=CC=CC=1. (3) Given the product [Cl:20][CH2:21][CH2:22][CH2:23][N:8]1[C:7]2[CH:13]=[C:3]([O:2][CH3:1])[CH:4]=[CH:5][C:6]=2[O:11][CH2:10][C:9]1=[O:12], predict the reactants needed to synthesize it. The reactants are: [CH3:1][O:2][C:3]1[CH:4]=[CH:5][C:6]2[O:11][CH2:10][C:9](=[O:12])[NH:8][C:7]=2[CH:13]=1.C([O-])([O-])=O.[Cs+].[Cs+].[Cl:20][CH2:21][CH2:22][CH2:23]I. (4) Given the product [CH3:1][C:2]1[CH:10]=[CH:9][CH:8]=[C:7]([N+:11]([O-:13])=[O:12])[C:3]=1[C:4]([NH:18][C:19]1[CH:24]=[CH:23][C:22]([C:25]([F:26])([F:27])[F:28])=[CH:21][C:20]=1[CH3:29])=[O:6], predict the reactants needed to synthesize it. The reactants are: [CH3:1][C:2]1[CH:10]=[CH:9][CH:8]=[C:7]([N+:11]([O-:13])=[O:12])[C:3]=1[C:4]([OH:6])=O.S(Cl)(Cl)=O.[NH2:18][C:19]1[CH:24]=[CH:23][C:22]([C:25]([F:28])([F:27])[F:26])=[CH:21][C:20]=1[CH3:29].C(N(CC)CC)C. (5) Given the product [Br:11][C:12]1[CH:13]=[C:14]2[C:20]([CH:22]=[O:23])=[CH:19][NH:18][C:15]2=[N:16][CH:17]=1, predict the reactants needed to synthesize it. The reactants are: C1N2CN3CN(C2)CN1C3.[Br:11][C:12]1[CH:13]=[C:14]2[CH:20]=[CH:19][NH:18][C:15]2=[N:16][CH:17]=1.C[C:22](O)=[O:23].